Dataset: Catalyst prediction with 721,799 reactions and 888 catalyst types from USPTO. Task: Predict which catalyst facilitates the given reaction. (1) Reactant: [OH:1][C:2]1[CH:10]=[CH:9][CH:8]=[C:7]2[C:3]=1[C:4](=[O:24])[N:5]([CH2:12][CH:13]([C:18]1([CH3:23])OCC[O:19]1)[C:14]([O:16][CH3:17])=[O:15])[C:6]2=[O:11].O.C1(C)C=CC(S(O)(=O)=O)=CC=1. Product: [OH:1][C:2]1[CH:10]=[CH:9][CH:8]=[C:7]2[C:3]=1[C:4](=[O:24])[N:5]([CH2:12][CH:13]([C:18](=[O:19])[CH3:23])[C:14]([O:16][CH3:17])=[O:15])[C:6]2=[O:11]. The catalyst class is: 95. (2) Reactant: [Si:1]([O:18][CH2:19][CH2:20][CH2:21][CH:22]=[O:23])([C:14]([CH3:17])([CH3:16])[CH3:15])([C:8]1[CH:13]=[CH:12][CH:11]=[CH:10][CH:9]=1)[C:2]1[CH:7]=[CH:6][CH:5]=[CH:4][CH:3]=1.[CH3:24][CH2:25][Mg+].[Br-].[NH4+].[Cl-]. Product: [Si:1]([O:18][CH2:19][CH2:20][CH2:21][CH:22]([OH:23])[CH2:24][CH3:25])([C:14]([CH3:16])([CH3:17])[CH3:15])([C:8]1[CH:9]=[CH:10][CH:11]=[CH:12][CH:13]=1)[C:2]1[CH:3]=[CH:4][CH:5]=[CH:6][CH:7]=1. The catalyst class is: 1. (3) Reactant: [N:1]1[C:5]2[CH:6]=[CH:7][CH:8]=[CH:9][C:4]=2[NH:3][CH:2]=1.[F:10][B-:11]([F:14])([F:13])[F:12].[H+]. Product: [F:10][B-:11]([F:14])([F:13])[F:12].[NH+:1]1[C:5]2[CH:6]=[CH:7][CH:8]=[CH:9][C:4]=2[NH:3][CH:2]=1. The catalyst class is: 268.